From a dataset of Forward reaction prediction with 1.9M reactions from USPTO patents (1976-2016). Predict the product of the given reaction. (1) Given the reactants O.[CH3:2][S:3]([OH:6])(=[O:5])=[O:4].[OH:7][C:8]1[CH:31]=[CH:30][C:29]([O:32][CH2:33][CH2:34][N:35]2[CH2:40][CH2:39][N:38]([CH3:41])[CH2:37][CH2:36]2)=[CH:28][C:9]=1[C:10]([NH:12][C:13]1[CH:21]=[C:20]([C:22]2[CH:27]=[CH:26][CH:25]=[CH:24][CH:23]=2)[CH:19]=[CH:18][C:14]=1[C:15]([OH:17])=[O:16])=[O:11], predict the reaction product. The product is: [CH3:2][S:3]([OH:6])(=[O:5])=[O:4].[CH3:2][S:3]([OH:6])(=[O:5])=[O:4].[OH:7][C:8]1[CH:31]=[CH:30][C:29]([O:32][CH2:33][CH2:34][N:35]2[CH2:40][CH2:39][N:38]([CH3:41])[CH2:37][CH2:36]2)=[CH:28][C:9]=1[C:10]([NH:12][C:13]1[CH:21]=[C:20]([C:22]2[CH:23]=[CH:24][CH:25]=[CH:26][CH:27]=2)[CH:19]=[CH:18][C:14]=1[C:15]([OH:17])=[O:16])=[O:11]. (2) Given the reactants [F:1][C:2]1[CH:3]=[CH:4][C:5]([CH3:11])=[C:6]([CH:10]=1)[C:7]([OH:9])=[O:8].S(=O)(=O)(O)O.[N+:17]([O-])([OH:19])=[O:18], predict the reaction product. The product is: [F:1][C:2]1[CH:3]=[C:4]([N+:17]([O-:19])=[O:18])[C:5]([CH3:11])=[C:6]([CH:10]=1)[C:7]([OH:9])=[O:8]. (3) Given the reactants [OH:1][C:2]1([C:11]([F:14])([F:13])[F:12])[CH2:7][CH2:6][CH:5]([C:8](O)=[O:9])[CH2:4][CH2:3]1.[H-].[Na+].CI.[CH2:19]1COCC1.CN([CH:27]=[O:28])C, predict the reaction product. The product is: [CH3:19][O:1][C:2]1([C:11]([F:14])([F:13])[F:12])[CH2:7][CH2:6][CH:5]([C:8]([O:28][CH3:27])=[O:9])[CH2:4][CH2:3]1. (4) Given the reactants [CH:1]([C:4]1[CH:9]=[CH:8][C:7]([Mg]Br)=[CH:6][CH:5]=1)([CH3:3])[CH3:2].[Cl:12][C:13]1[CH:21]=[C:20]2[C:16]([C:17](=[O:23])[C:18](=[O:22])[NH:19]2)=[CH:15][CH:14]=1, predict the reaction product. The product is: [Cl:12][C:13]1[CH:21]=[C:20]2[C:16]([C:17]([OH:23])([C:7]3[CH:8]=[CH:9][C:4]([CH:1]([CH3:3])[CH3:2])=[CH:5][CH:6]=3)[C:18](=[O:22])[NH:19]2)=[CH:15][CH:14]=1. (5) The product is: [CH2:6]([O:5][CH2:4][CH2:3][CH2:2][SiH:14]([CH:16]([CH3:18])[CH3:17])[CH:11]([CH3:13])[CH3:12])[CH3:7]. Given the reactants Br[CH2:2][CH2:3][CH2:4][O:5][CH2:6][CH3:7].[Mg].II.[CH:11]([SiH:14]([CH:16]([CH3:18])[CH3:17])Cl)([CH3:13])[CH3:12].[Cl-].[NH4+], predict the reaction product. (6) Given the reactants [CH:1]([C:5]1[CH:10]=[C:9]([C:11]([CH3:14])([CH3:13])[CH3:12])[C:8]([OH:15])=[C:7](C(C)(C)C)[CH:6]=1)([CH2:3][CH3:4])[CH3:2].[Cl:20][S:21](O)(=[O:23])=[O:22], predict the reaction product. The product is: [CH:1]([C:5]1[CH:10]=[C:9]([C:11]([CH3:14])([CH3:13])[CH3:12])[C:8]([OH:15])=[C:7]([S:21]([Cl:20])(=[O:23])=[O:22])[CH:6]=1)([CH2:3][CH3:4])[CH3:2]. (7) Given the reactants [C:1]([OH:9])(=O)[C:2]1[CH:7]=[CH:6][N:5]=[CH:4][CH:3]=1.[F:10][C:11]1[CH:16]=[CH:15][C:14]([CH:17]([C:21]2[CH:26]=[CH:25][C:24]([F:27])=[CH:23][CH:22]=2)[CH2:18][CH2:19][NH2:20])=[CH:13][CH:12]=1, predict the reaction product. The product is: [F:10][C:11]1[CH:16]=[CH:15][C:14]([CH:17]([C:21]2[CH:22]=[CH:23][C:24]([F:27])=[CH:25][CH:26]=2)[CH2:18][CH2:19][NH:20][C:1](=[O:9])[C:2]2[CH:3]=[CH:4][N:5]=[CH:6][CH:7]=2)=[CH:13][CH:12]=1. (8) Given the reactants [Cl:1][C:2]1[CH:7]=[CH:6][C:5]([C@@:8]2([OH:35])[CH2:13][CH2:12][N:11]([CH2:14][CH2:15][C:16]([N:18]3[CH2:24][CH2:23][CH2:22][O:21][C@@H:20]([CH2:25][C:26]4[CH:31]=[CH:30][C:29]([F:32])=[CH:28][CH:27]=4)[CH2:19]3)=[O:17])[CH2:10][C:9]2([CH3:34])[CH3:33])=[CH:4][CH:3]=1.ClC1C=CC([C@]2(O)CCN(CCC(N3CCCO[C@@H](CC4C=CC(F)=CC=4)C3)=O)CC2(C)C)=CC=1, predict the reaction product. The product is: [Cl:1][C:2]1[CH:7]=[CH:6][C:5]([C:8]2([OH:35])[CH2:13][CH2:12][N:11]([CH2:14][CH2:15][C:16]([N:18]3[CH2:24][CH2:23][CH2:22][O:21][CH:20]([CH2:25][C:26]4[CH:27]=[CH:28][C:29]([F:32])=[CH:30][CH:31]=4)[CH2:19]3)=[O:17])[CH2:10][C:9]2([CH3:33])[CH3:34])=[CH:4][CH:3]=1.